From a dataset of TCR-epitope binding with 47,182 pairs between 192 epitopes and 23,139 TCRs. Binary Classification. Given a T-cell receptor sequence (or CDR3 region) and an epitope sequence, predict whether binding occurs between them. (1) The epitope is EPLPQGQLTAY. The TCR CDR3 sequence is CATSRDRLGRGKGTEAFF. Result: 0 (the TCR does not bind to the epitope). (2) The epitope is CINGVCWTV. Result: 1 (the TCR binds to the epitope). The TCR CDR3 sequence is CASSQEMSTGLGEQYF. (3) The epitope is GLIYNRMGAVTTEV. The TCR CDR3 sequence is CASSLDTGGTGELFF. Result: 0 (the TCR does not bind to the epitope). (4) The epitope is KLPDDFTGCV. The TCR CDR3 sequence is CASSFGGYEQYF. Result: 1 (the TCR binds to the epitope). (5) The epitope is RQLLFVVEV. The TCR CDR3 sequence is CASSSGWGVGTEAFF. Result: 0 (the TCR does not bind to the epitope). (6) The epitope is LLQTGIHVRVSQPSL. The TCR CDR3 sequence is CSVADRGLSGPGYEQYF. Result: 1 (the TCR binds to the epitope).